This data is from Full USPTO retrosynthesis dataset with 1.9M reactions from patents (1976-2016). The task is: Predict the reactants needed to synthesize the given product. Given the product [N:1]1([CH2:22][C:21]2[CH:20]=[C:19]([C:16]([CH3:18])([CH3:17])[C:14]#[N:15])[CH:26]=[C:25]([C:27]([CH3:29])([CH3:28])[C:30]#[N:31])[CH:24]=2)[CH:5]=[N:4][CH:3]=[N:2]1, predict the reactants needed to synthesize it. The reactants are: [NH:1]1[CH:5]=[N:4][CH:3]=[N:2]1.C(=O)([O-])[O-].[K+].[K+].[OH-].[K+].[C:14]([C:16]([C:19]1[CH:20]=[C:21]([CH:24]=[C:25]([C:27]([C:30]#[N:31])([CH3:29])[CH3:28])[CH:26]=1)[CH2:22]Br)([CH3:18])[CH3:17])#[N:15].